Dataset: Forward reaction prediction with 1.9M reactions from USPTO patents (1976-2016). Task: Predict the product of the given reaction. (1) Given the reactants Cl[C:2]1[N:7]=[C:6]([C:8]([NH2:10])=[O:9])[CH:5]=[C:4]([N:11]2[CH2:16][CH2:15][O:14][CH2:13][CH:12]2[CH2:17][OH:18])[N:3]=1.[F:19][C:20]1[CH:41]=[CH:40][C:23]([O:24][C:25]2[CH:30]=[CH:29][C:28](B3OC(C)(C)C(C)(C)O3)=[CH:27][CH:26]=2)=[CH:22][CH:21]=1.C([O-])([O-])=O.[Na+].[Na+], predict the reaction product. The product is: [F:19][C:20]1[CH:41]=[CH:40][C:23]([O:24][C:25]2[CH:30]=[CH:29][C:28]([C:2]3[N:7]=[C:6]([C:8]([NH2:10])=[O:9])[CH:5]=[C:4]([N:11]4[CH2:16][CH2:15][O:14][CH2:13][CH:12]4[CH2:17][OH:18])[N:3]=3)=[CH:27][CH:26]=2)=[CH:22][CH:21]=1. (2) The product is: [C:10]1([C:1]2[CH:6]=[CH:5][CH:4]=[C:3]([C:17]3[CH:22]=[CH:21][C:20](/[C:23](/[CH3:30])=[CH:24]/[C:25]([O:27][CH2:28][CH3:29])=[O:26])=[CH:19][CH:18]=3)[CH:2]=2)[CH:15]=[CH:14][CH:13]=[CH:12][CH:11]=1. Given the reactants [C:1]1([C:10]2[CH:15]=[CH:14][CH:13]=[CH:12][CH:11]=2)[CH:6]=[CH:5][CH:4]=[C:3](B(O)O)[CH:2]=1.Br[C:17]1[CH:22]=[CH:21][C:20](/[C:23](/[CH3:30])=[CH:24]/[C:25]([O:27][CH2:28][CH3:29])=[O:26])=[CH:19][CH:18]=1, predict the reaction product. (3) Given the reactants [CH3:1][C:2]1[CH:7]=[CH:6][C:5]([S:8](Cl)(=[O:10])=[O:9])=[CH:4][CH:3]=1.[NH2:12][C:13]1[CH:14]=[C:15]([CH:19]2[CH2:28][C:27]([CH3:30])([CH3:29])[C:26]3[C:21](=[CH:22][CH:23]=[C:24]([C:31]#[N:32])[CH:25]=3)[NH:20]2)[CH:16]=[CH:17][CH:18]=1.N1C=CC=CC=1, predict the reaction product. The product is: [C:31]([C:24]1[CH:25]=[C:26]2[C:21](=[CH:22][CH:23]=1)[NH:20][CH:19]([C:15]1[CH:14]=[C:13]([NH:12][S:8]([C:5]3[CH:6]=[CH:7][C:2]([CH3:1])=[CH:3][CH:4]=3)(=[O:10])=[O:9])[CH:18]=[CH:17][CH:16]=1)[CH2:28][C:27]2([CH3:30])[CH3:29])#[N:32]. (4) Given the reactants [F:1][C:2]1[N:11]=[C:10]2[C:5]([C:6](=[O:24])[C:7]([C:19]([O:21]CC)=[O:20])=[CH:8][N:9]2[C@@H:12]([C:15]([CH3:18])([CH3:17])[CH3:16])[CH2:13][OH:14])=[CH:4][C:3]=1I.[CH2:26]([NH:28][C:29](=[O:49])[NH:30][C:31]1[N:36]=[CH:35][C:34](B(O)O)=[C:33]([C:40]2[S:41][CH:42]=[C:43]([C:45]([F:48])([F:47])[F:46])[N:44]=2)[CH:32]=1)[CH3:27].C(=O)([O-])[O-].[K+].[K+], predict the reaction product. The product is: [CH2:26]([NH:28][C:29](=[O:49])[NH:30][C:31]1[N:36]=[CH:35][C:34]([C:3]2[CH:4]=[C:5]3[C:10](=[N:11][C:2]=2[F:1])[N:9]([C@@H:12]([C:15]([CH3:18])([CH3:16])[CH3:17])[CH2:13][OH:14])[CH:8]=[C:7]([C:19]([OH:21])=[O:20])[C:6]3=[O:24])=[C:33]([C:40]2[S:41][CH:42]=[C:43]([C:45]([F:48])([F:47])[F:46])[N:44]=2)[CH:32]=1)[CH3:27]. (5) Given the reactants Br[C:2]1[CH:3]=[CH:4][C:5]([F:8])=[N:6][CH:7]=1.C([Mg]Cl)(C)C.Cl.[NH2:15][C:16]1[N:27]=[CH:26][C:25]([Br:28])=[CH:24][C:17]=1[C:18](N(OC)C)=[O:19], predict the reaction product. The product is: [NH2:15][C:16]1[C:17]([C:18]([C:2]2[CH:7]=[N:6][C:5]([F:8])=[CH:4][CH:3]=2)=[O:19])=[CH:24][C:25]([Br:28])=[CH:26][N:27]=1.